Task: Binary Classification. Given a miRNA mature sequence and a target amino acid sequence, predict their likelihood of interaction.. Dataset: Experimentally validated miRNA-target interactions with 360,000+ pairs, plus equal number of negative samples (1) The protein sequence of the target gene is MTAPWRRLRSLVWEYWAGFLVCAFWIPDSRGMPHVIRIGGIFEYADGPNAQVMNAEEHAFRFSANIINRNRTLLPNTTLTYDIQRIHFHDSFEATKKACDQLALGVVAIFGPSQGSCTNAVQSICNALEVPHIQLRWKHHPLDNKDTFYVNLYPDYASLSHAILDLVQSLKWRSATVVYDDSTGLIRLQELIMAPSRYNIRLKIRQLPIDSDDSRPLLKEMKRGREFRIIFDCSHTMAAQILKQAMAMGMMTEYYHFIFTTLDLYALDLEPYRYSGVNLTGFRILNVDNPHVSAIVEKWA.... Result: 1 (interaction). The miRNA is mmu-miR-1960 with sequence CCAGUGCUGUUAGAAGAGGGCU. (2) The miRNA is mmu-miR-5101 with sequence UUUGUUUGUUUUGCUGAUGCAG. The protein sequence of the target gene is MSQPPSGGAAPAATSASAAAAATEARMHPEGCSRKQQRAQSPARPRDNSLRQTAGATRSPLGVGPKLNSVRQQQLQQQQQQGNKITGRSTSGTGSRGLGGGAEKAVPSIPKGAVPGAVQPAPGAEGSPAAILASVSFRRSGQPEEAPREIESGPSKVGEPPPLGGVGGGGEGGGAGGGPGDREGGAPQPPPPRGWRGKGVRATQRGSSVAEGVSPSPPTAATSKTPGPGSRNSGSGSTGSGSGGGGSYWKEGCLQSELIQFHLKKERAAAAAAAAQMHTKNGGGGSRSSPVAGAPAICEP.... Result: 1 (interaction). (3) The miRNA is mmu-miR-3069-3p with sequence UUGGACACUAAGUACUGCCACA. The protein sequence of the target gene is MRRMLSPRILLSSLPNASARKLFLIVLIIFVFWVVFMTSKDHTEFMVHLNNRIILRRWSIFKEFLHSEELKNTPASVEAELAVTAILEKLNQQIPPRPFQTHSSTTSAKQSTATIHNPQRTYCVGDQLNVLLVAKDYFGNRKEYGGDFLRARIFSPAMKAGTSGKVTDFNNGTYLVSFTLFWEGPVSLSILLMHPSEGVSALWRARNRGYGKIIFTGQFLNGTSPVLTECGLTLNTSAELCQYLDARDHEAFYCLKLPGVPCEALTHMTSKNSNISYLSLEEKLLFRRFNIGVEVVKNLS.... Result: 0 (no interaction). (4) The miRNA is hsa-miR-3128 with sequence UCUGGCAAGUAAAAAACUCUCAU. The protein sequence of the target gene is MKLEFTEKNYNSFVLQNLNRQRKRKEYWDMALSVDNHVFFAHRNVLAAVSPLVRSLISSNDMKTADELFITIDTSYLSPVTVDQLLDYFYSGKVVISEQNVEELLRGAQYFNTPRLRVHCNDFLIKSICRANCLRYLFLAELFELKEVSDVAYSGIRDNFHYWASPEGSMHFMRCPPVIFGRLLRDENLHVLNEDQALSALINWVYFRKEDREKYFKKFFNYINLNAVSNKTLVFASNKLVGMENTSSHTTLIESVLMDRKQERPCSLLVYQRKGALLDSVVILGGQKAHGQFNDGVFAY.... Result: 0 (no interaction). (5) The miRNA is cel-miR-1020-3p with sequence AUUAUUCUGUGACACUUUCAG. The protein sequence of the target gene is MTQLTNFSESFSNQNSNLHQPYNFNSHQPPEENHYYVREPNGKRPFPVEFELDMEYVPRTKRRFDKISACLENFSISNDKPSPINICRESSSDEEMDEVYDDSNFDQCTESTSIPLVVEPDDEPAVAKKIRLDESIQRYFEKCRQGPIDFLPKPEKLKGNEMVIWQPRILVSPKNDFNMAGRIQEIDDEEEDRVNEEIKTRIIENEGMIDEDTRNETTGIVELGTGSDHSDIGSSWSSPMASPTGSSQIVELDPDSPNSLTNGSVTDEEMMEFE. Result: 1 (interaction). (6) The miRNA is hsa-miR-4684-3p with sequence UGUUGCAAGUCGGUGGAGACGU. The protein sequence of the target gene is MLRKVRSWTEIWRWATLLFLFYHLGYVCGQIRYPVPEESQEGTFVGNVAQDFLLDTDSLSARRLQVAGEVNQRHFRVDLDSGALLIKNPIDREALCGLSASCIVPLEFVTEGPLEMYRAEVEIVDVNDHAPRFPRQQLDLEIGEAAPPGQRFPLEKAQDADVGSNSISSYRLSSNEHFALDVKKRSDGSLVPELLLEKPLDREKQSDYRLVLTAVDGGNPPRSGTAELRVSVLDVNDNAPAFQQSSYRISVLESAPAGMVLIQLNASDPDLGPSGNVTFYFSGHTPDRVRNLFSLHPTTG.... Result: 0 (no interaction).